Dataset: Forward reaction prediction with 1.9M reactions from USPTO patents (1976-2016). Task: Predict the product of the given reaction. (1) Given the reactants Br.[NH2:2][C:3]1[C:4]([OH:17])=[C:5]([C:9]2[O:13][C:12]([C:14]([OH:16])=[O:15])=[CH:11][CH:10]=2)[CH:6]=[CH:7][CH:8]=1.[N:18]([O-])=O.[Na+].[CH3:22][C:23]1[CH2:24][C:25](=[O:38])[N:26]([C:28]2[CH:37]=[CH:36][C:35]3[CH2:34][CH2:33][CH2:32][CH2:31][C:30]=3[CH:29]=2)[N:27]=1.C(=O)(O)[O-].[Na+], predict the reaction product. The product is: [OH:17][C:4]1[C:3]([NH:2]/[N:18]=[C:24]2/[C:23]([CH3:22])=[N:27][N:26]([C:28]3[CH:37]=[CH:36][C:35]4[CH2:34][CH2:33][CH2:32][CH2:31][C:30]=4[CH:29]=3)[C:25]/2=[O:38])=[CH:8][CH:7]=[CH:6][C:5]=1[C:9]1[O:13][C:12]([C:14]([OH:16])=[O:15])=[CH:11][CH:10]=1. (2) Given the reactants I[CH2:2][CH2:3][CH3:4].[C:5]([O:16][CH3:17])(=[O:15])[C:6]1[C:7](=[CH:9][C:10](=[CH:12][C:13]=1[CH3:14])[OH:11])[OH:8].C(=O)(O)[O-].[Na+], predict the reaction product. The product is: [CH3:17][O:16][C:5](=[O:15])[C:6]1[C:13]([CH3:14])=[CH:12][C:10]([O:11][CH2:2][CH2:3][CH3:4])=[CH:9][C:7]=1[OH:8]. (3) The product is: [NH2:15][C@H:10]([CH2:11][OH:12])[C:9]([NH:8][CH2:1][C:2]1[CH:7]=[CH:6][CH:5]=[CH:4][CH:3]=1)=[O:14]. Given the reactants [CH2:1]([NH:8][C:9](=[O:14])[C@@H:10](Br)[CH2:11][OH:12])[C:2]1[CH:7]=[CH:6][CH:5]=[CH:4][CH:3]=1.[N-:15]=[N+]=[N-].[Na+].O.C([O-])(O)=O.[Na+], predict the reaction product.